From a dataset of Reaction yield outcomes from USPTO patents with 853,638 reactions. Predict the reaction yield, written as a fraction of the theoretical maximum amount of product (1.0 means a 100% yield; for example, 0.34 means a 34% yield). (1) The reactants are [CH2:1]([N:8]1[CH2:13][CH2:12][C:11]([C:15]2[CH:20]=[CH:19][CH:18]=[CH:17][C:16]=2[O:21][CH3:22])(O)[CH2:10][CH2:9]1)[C:2]1[CH:7]=[CH:6][CH:5]=[CH:4][CH:3]=1.S(=O)(=O)(O)[O-].[K+].C(=O)([O-])[O-].[Na+].[Na+]. The catalyst is O. The product is [CH2:1]([N:8]1[CH2:9][CH:10]=[C:11]([C:15]2[CH:20]=[CH:19][CH:18]=[CH:17][C:16]=2[O:21][CH3:22])[CH2:12][CH2:13]1)[C:2]1[CH:3]=[CH:4][CH:5]=[CH:6][CH:7]=1. The yield is 0.450. (2) The reactants are [C:1]([NH:4][C:5]1[S:6][C:7]2[CH:13]=[C:12]([O:14][C:15]3[CH:16]=[C:17]([NH:21]C(=O)C(F)(F)F)[CH:18]=[CH:19][CH:20]=3)[CH:11]=[CH:10][C:8]=2[N:9]=1)(=[O:3])[CH3:2].CO.O.O.[OH-].[Li+]. The catalyst is O1CCCC1.C(OCC)(=O)C. The product is [NH2:21][C:17]1[CH:16]=[C:15]([CH:20]=[CH:19][CH:18]=1)[O:14][C:12]1[CH:11]=[CH:10][C:8]2[N:9]=[C:5]([NH:4][C:1](=[O:3])[CH3:2])[S:6][C:7]=2[CH:13]=1. The yield is 0.410. (3) The reactants are [Cl:1][C:2]1[N:3]=[C:4]([N:14]2[CH2:19][CH2:18][O:17][CH2:16][CH2:15]2)[C:5]2[S:10][C:9]([CH2:11][NH:12][CH3:13])=[CH:8][C:6]=2[N:7]=1.[F:20][C:21]1[CH:28]=[C:27]([F:29])[CH:26]=[CH:25][C:22]=1[CH:23]=O. No catalyst specified. The product is [Cl:1][C:2]1[N:3]=[C:4]([N:14]2[CH2:19][CH2:18][O:17][CH2:16][CH2:15]2)[C:5]2[S:10][C:9]([CH2:11][NH:12][CH2:13][CH2:23][C:22]3[CH:25]=[CH:26][C:27]([F:29])=[CH:28][C:21]=3[F:20])=[CH:8][C:6]=2[N:7]=1. The yield is 1.00. (4) The catalyst is ClC(Cl)C.O. The yield is 0.910. The product is [CH3:1][O:2][C:3]1[CH:4]=[C:5]([N:12]2[CH2:17][CH2:16][CH:15]([N:23]3[CH2:24][CH2:25][N:20]([CH3:19])[CH2:21][CH2:22]3)[CH2:14][CH2:13]2)[CH:6]=[CH:7][C:8]=1[N+:9]([O-:11])=[O:10]. The reactants are [CH3:1][O:2][C:3]1[CH:4]=[C:5]([N:12]2[CH2:17][CH2:16][C:15](=O)[CH2:14][CH2:13]2)[CH:6]=[CH:7][C:8]=1[N+:9]([O-:11])=[O:10].[CH3:19][N:20]1[CH2:25][CH2:24][NH:23][CH2:22][CH2:21]1.C(O[BH-](OC(=O)C)OC(=O)C)(=O)C.[Na+].[OH-].[Na+]. (5) The reactants are [CH3:1][C:2]1([CH3:34])[CH2:7][O:6][CH2:5][CH2:4][N:3]1[C:8]([C:10]1[C:11]2[CH2:27][O:26][C:25]3[CH:24]=[C:23]([O:28][CH3:29])[C:22]([CH:30]=[C:31]([CH3:33])[CH3:32])=[CH:21][C:20]=3[C:12]=2[N:13]([C:15]2[CH:19]=[CH:18][S:17][CH:16]=2)[N:14]=1)=[O:9].CSC.B.[OH-:39].[Na+]. The catalyst is C1COCC1. The product is [CH3:1][C:2]1([CH3:34])[CH2:7][O:6][CH2:5][CH2:4][N:3]1[C:8]([C:10]1[C:11]2[CH2:27][O:26][C:25]3[CH:24]=[C:23]([O:28][CH3:29])[C:22]([CH:30]([OH:39])[CH:31]([CH3:33])[CH3:32])=[CH:21][C:20]=3[C:12]=2[N:13]([C:15]2[CH:19]=[CH:18][S:17][CH:16]=2)[N:14]=1)=[O:9]. The yield is 0.260. (6) The reactants are [CH:1]([C@H:4]1[CH2:8][O:7][C:6](=[O:9])[NH:5]1)([CH3:3])[CH3:2].[Li]CCCC.[C:15](Cl)(=[O:22])[CH2:16][CH2:17][CH2:18][CH2:19][CH2:20][CH3:21].[NH4+].[Cl-]. The catalyst is C1COCC1. The product is [C:15]([N:5]1[C@@H:4]([CH:1]([CH3:3])[CH3:2])[CH2:8][O:7][C:6]1=[O:9])(=[O:22])[CH2:16][CH2:17][CH2:18][CH2:19][CH2:20][CH3:21]. The yield is 0.820. (7) The reactants are [CH2:1]([N:8](C)[CH:9]1[CH2:14][CH2:13][C:12]([C:15]2[CH:20]=[CH:19][N:18]=[C:17]([N:21]([CH3:23])[CH3:22])[CH:16]=2)=[CH:11][CH2:10]1)C1C=CC=CC=1. The catalyst is CO. The product is [CH3:22][N:21]([CH3:23])[C:17]1[CH:16]=[C:15]([CH:12]2[CH2:13][CH2:14][CH:9]([NH:8][CH3:1])[CH2:10][CH2:11]2)[CH:20]=[CH:19][N:18]=1. The yield is 0.710.